From a dataset of Forward reaction prediction with 1.9M reactions from USPTO patents (1976-2016). Predict the product of the given reaction. (1) Given the reactants C(OC([N:8]1[CH2:12][CH2:11][CH:10]([CH:13]([OH:18])[CH2:14][CH2:15][S:16][CH3:17])[CH2:9]1)=O)(C)(C)C.[H-].[Na+].[Cl:21][C:22]1[CH:27]=[CH:26][CH:25]=[C:24](F)[C:23]=1[Cl:29].CCO, predict the reaction product. The product is: [Cl:21][C:22]1[C:23]([Cl:29])=[CH:24][CH:25]=[CH:26][C:27]=1[O:18][CH:13]([CH:10]1[CH2:11][CH2:12][NH:8][CH2:9]1)[CH2:14][CH2:15][S:16][CH3:17]. (2) The product is: [NH2:10][C:11]1[C:12]([C:18]([NH:20][C:21]2[CH:22]=[CH:23][CH:24]=[CH:25][CH:26]=2)=[O:19])=[N:13][C:14]([S:7][C:1]2[CH:6]=[CH:5][CH:4]=[CH:3][CH:2]=2)=[CH:15][N:16]=1. Given the reactants [C:1]1([SH:7])[CH:6]=[CH:5][CH:4]=[CH:3][CH:2]=1.[H-].[Na+].[NH2:10][C:11]1[C:12]([C:18]([NH:20][C:21]2[CH:26]=[CH:25][CH:24]=[CH:23][CH:22]=2)=[O:19])=[N:13][C:14](Br)=[CH:15][N:16]=1, predict the reaction product. (3) Given the reactants [F:1][C:2]1[CH:3]=[C:4]([CH:29]=[C:30]([N:32]2[CH2:37][CH2:36][CH2:35][CH2:34][CH2:33]2)[CH:31]=1)[C:5]([NH:7][C:8]1[C:17]2[C:12](=[CH:13][CH:14]=[CH:15][CH:16]=2)[C:11]([O:18][C:19]2[CH:24]=[CH:23][N:22]=[C:21](S(C)(=O)=O)[N:20]=2)=[CH:10][CH:9]=1)=[O:6].[CH3:38][CH:39]1[CH2:44][CH2:43][CH:42]([NH2:45])[CH2:41][CH2:40]1, predict the reaction product. The product is: [F:1][C:2]1[CH:3]=[C:4]([CH:29]=[C:30]([N:32]2[CH2:37][CH2:36][CH2:35][CH2:34][CH2:33]2)[CH:31]=1)[C:5]([NH:7][C:8]1[C:17]2[C:12](=[CH:13][CH:14]=[CH:15][CH:16]=2)[C:11]([O:18][C:19]2[CH:24]=[CH:23][N:22]=[C:21]([NH:45][CH:42]3[CH2:43][CH2:44][CH:39]([CH3:38])[CH2:40][CH2:41]3)[N:20]=2)=[CH:10][CH:9]=1)=[O:6]. (4) Given the reactants [CH3:1][N:2]1[C:6]2=[CH:7][C:8]3[CH2:9][CH2:10][N:11]=[C:12]([CH2:15][CH2:16][CH2:17][CH2:18][CH2:19][CH2:20][CH2:21][CH2:22][CH2:23][CH2:24][CH3:25])[C:13]=3[CH:14]=[C:5]2[O:4][C:3]1=[O:26].[C:27]([C:31]1[CH:36]=[CH:35][C:34]([CH2:37][Br:38])=[CH:33][CH:32]=1)([CH3:30])([CH3:29])[CH3:28], predict the reaction product. The product is: [Br-:38].[CH3:1][NH+:2]1[C:6]2=[CH:7][C:8]3[CH2:9][CH2:10][N:11]([CH2:37][C:34]4[CH:35]=[CH:36][C:31]([C:27]([CH3:30])([CH3:29])[CH3:28])=[CH:32][CH:33]=4)[CH:12]([CH2:15][CH2:16][CH2:17][CH2:18][CH2:19][CH2:20][CH2:21][CH2:22][CH2:23][CH2:24][CH3:25])[C:13]=3[CH:14]=[C:5]2[O:4][C:3]1=[O:26]. (5) Given the reactants [CH2:1]1[C:9]2[C:4](=[CH:5][CH:6]=[CH:7][CH:8]=2)[CH2:3][CH:2]1[CH2:10][C:11]([OH:13])=[O:12].[CH3:14][CH2:15]O, predict the reaction product. The product is: [CH2:3]1[C:4]2[C:9](=[CH:8][CH:7]=[CH:6][CH:5]=2)[CH2:1][CH:2]1[CH2:10][C:11]([O:13][CH2:14][CH3:15])=[O:12]. (6) The product is: [CH3:16][N:13]1[CH2:14][CH2:15][CH:10]([C:8]([Cl:19])=[O:9])[CH2:11][CH2:12]1. Given the reactants ClC1C=CC([CH:8]([CH:10]2[CH2:15][CH2:14][N:13]([CH3:16])[CH2:12][CH2:11]2)[OH:9])=CC=1.S(Cl)([Cl:19])=O.[OH-].[Na+], predict the reaction product. (7) Given the reactants CC1(C)CC=C(C2SC=CN=2)C2C=C(C#CC3C=CC(C(O)=O)=CC=3)C=CC1=2.[CH3:29][C:30]1([CH3:58])[CH2:39][CH:38]=[C:37]([C:40]2[S:41][CH:42]=[CH:43][CH:44]=2)[C:36]2[CH:35]=[C:34]([C:45]#[C:46][C:47]3[CH:57]=[CH:56][C:50]([C:51]([O:53]CC)=[O:52])=[CH:49][CH:48]=3)[CH:33]=[CH:32][C:31]1=2, predict the reaction product. The product is: [CH3:29][C:30]1([CH3:58])[CH2:39][CH:38]=[C:37]([C:40]2[S:41][CH:42]=[CH:43][CH:44]=2)[C:36]2[CH:35]=[C:34]([C:45]#[C:46][C:47]3[CH:48]=[CH:49][C:50]([C:51]([OH:53])=[O:52])=[CH:56][CH:57]=3)[CH:33]=[CH:32][C:31]1=2.